From a dataset of Full USPTO retrosynthesis dataset with 1.9M reactions from patents (1976-2016). Predict the reactants needed to synthesize the given product. (1) Given the product [CH:27]1([N:26]([CH3:31])[CH2:25][CH2:24][CH2:23][O:21][C:18]2[CH:19]=[CH:20][C:15]([C:9]3([CH2:8][NH:7][C:2]4[CH:3]=[CH:4][CH:5]=[CH:6][N:1]=4)[CH2:10][CH2:11][O:12][CH2:13][CH2:14]3)=[CH:16][CH:17]=2)[CH2:30][CH2:29][CH2:28]1, predict the reactants needed to synthesize it. The reactants are: [N:1]1[CH:6]=[CH:5][CH:4]=[CH:3][C:2]=1[NH:7][CH2:8][C:9]1([C:15]2[CH:20]=[CH:19][C:18]([OH:21])=[CH:17][CH:16]=2)[CH2:14][CH2:13][O:12][CH2:11][CH2:10]1.Cl[CH2:23][CH2:24][CH2:25][N:26]([CH3:31])[CH:27]1[CH2:30][CH2:29][CH2:28]1.C(=O)([O-])[O-].[K+].[K+]. (2) The reactants are: [CH3:1][N:2]1[CH:6]=[C:5]([CH2:7][C:8]([O:10]C)=[O:9])[C:4]([O:12][CH2:13][C:14]2[CH:19]=[CH:18][N:17]=[C:16]([O:20][CH2:21][C:22]3[N:23]=[C:24]([C:28]4[CH:33]=[CH:32][CH:31]=[CH:30][CH:29]=4)[O:25][C:26]=3[CH3:27])[CH:15]=2)=[N:3]1.[OH-].[Na+].O1CCCC1.Cl. Given the product [CH3:1][N:2]1[CH:6]=[C:5]([CH2:7][C:8]([OH:10])=[O:9])[C:4]([O:12][CH2:13][C:14]2[CH:19]=[CH:18][N:17]=[C:16]([O:20][CH2:21][C:22]3[N:23]=[C:24]([C:28]4[CH:29]=[CH:30][CH:31]=[CH:32][CH:33]=4)[O:25][C:26]=3[CH3:27])[CH:15]=2)=[N:3]1, predict the reactants needed to synthesize it.